This data is from NCI-60 drug combinations with 297,098 pairs across 59 cell lines. The task is: Regression. Given two drug SMILES strings and cell line genomic features, predict the synergy score measuring deviation from expected non-interaction effect. (1) Drug 1: C1=C(C(=O)NC(=O)N1)N(CCCl)CCCl. Drug 2: CN(C(=O)NC(C=O)C(C(C(CO)O)O)O)N=O. Cell line: NCI-H522. Synergy scores: CSS=21.9, Synergy_ZIP=-8.52, Synergy_Bliss=-3.79, Synergy_Loewe=-6.83, Synergy_HSA=-1.89. (2) Drug 1: C1=C(C(=O)NC(=O)N1)N(CCCl)CCCl. Drug 2: CS(=O)(=O)CCNCC1=CC=C(O1)C2=CC3=C(C=C2)N=CN=C3NC4=CC(=C(C=C4)OCC5=CC(=CC=C5)F)Cl. Cell line: KM12. Synergy scores: CSS=-3.50, Synergy_ZIP=-1.16, Synergy_Bliss=-5.59, Synergy_Loewe=-6.73, Synergy_HSA=-7.11. (3) Drug 1: CC12CCC(CC1=CCC3C2CCC4(C3CC=C4C5=CN=CC=C5)C)O. Drug 2: CC1=C2C(C(=O)C3(C(CC4C(C3C(C(C2(C)C)(CC1OC(=O)C(C(C5=CC=CC=C5)NC(=O)OC(C)(C)C)O)O)OC(=O)C6=CC=CC=C6)(CO4)OC(=O)C)O)C)O. Cell line: OVCAR-5. Synergy scores: CSS=51.6, Synergy_ZIP=11.2, Synergy_Bliss=12.3, Synergy_Loewe=-13.9, Synergy_HSA=12.8. (4) Drug 1: C1=C(C(=O)NC(=O)N1)F. Drug 2: CN(CC1=CN=C2C(=N1)C(=NC(=N2)N)N)C3=CC=C(C=C3)C(=O)NC(CCC(=O)O)C(=O)O. Cell line: CAKI-1. Synergy scores: CSS=24.7, Synergy_ZIP=-5.94, Synergy_Bliss=-9.93, Synergy_Loewe=-6.17, Synergy_HSA=-5.83. (5) Drug 1: CC1=CC2C(CCC3(C2CCC3(C(=O)C)OC(=O)C)C)C4(C1=CC(=O)CC4)C. Drug 2: CC1C(C(CC(O1)OC2CC(CC3=C2C(=C4C(=C3O)C(=O)C5=CC=CC=C5C4=O)O)(C(=O)C)O)N)O. Cell line: SR. Synergy scores: CSS=42.8, Synergy_ZIP=5.87, Synergy_Bliss=5.71, Synergy_Loewe=-23.0, Synergy_HSA=5.14.